Dataset: Full USPTO retrosynthesis dataset with 1.9M reactions from patents (1976-2016). Task: Predict the reactants needed to synthesize the given product. Given the product [C:21]1([C:27](=[N:28][C:2]2[N:3]=[CH:4][C:5]([N:8]3[CH2:13][CH2:12][N:11]([C:14]([O:16][C:17]([CH3:20])([CH3:19])[CH3:18])=[O:15])[CH2:10][CH2:9]3)=[N:6][CH:7]=2)[C:29]2[CH:30]=[CH:31][CH:32]=[CH:33][CH:34]=2)[CH:26]=[CH:25][CH:24]=[CH:23][CH:22]=1, predict the reactants needed to synthesize it. The reactants are: Br[C:2]1[N:3]=[CH:4][C:5]([N:8]2[CH2:13][CH2:12][N:11]([C:14]([O:16][C:17]([CH3:20])([CH3:19])[CH3:18])=[O:15])[CH2:10][CH2:9]2)=[N:6][CH:7]=1.[C:21]1([C:27]([C:29]2[CH:34]=[CH:33][CH:32]=[CH:31][CH:30]=2)=[NH:28])[CH:26]=[CH:25][CH:24]=[CH:23][CH:22]=1.C1C=CC(P(C2C=CC3C(=CC=CC=3)C=2C2C3C(=CC=CC=3)C=CC=2P(C2C=CC=CC=2)C2C=CC=CC=2)C2C=CC=CC=2)=CC=1.C([O-])([O-])=O.[Cs+].[Cs+].